This data is from NCI-60 drug combinations with 297,098 pairs across 59 cell lines. The task is: Regression. Given two drug SMILES strings and cell line genomic features, predict the synergy score measuring deviation from expected non-interaction effect. (1) Cell line: MDA-MB-435. Drug 1: C1=CC(=CC=C1CCC2=CNC3=C2C(=O)NC(=N3)N)C(=O)NC(CCC(=O)O)C(=O)O. Drug 2: CC1C(C(=O)NC(C(=O)N2CCCC2C(=O)N(CC(=O)N(C(C(=O)O1)C(C)C)C)C)C(C)C)NC(=O)C3=C4C(=C(C=C3)C)OC5=C(C(=O)C(=C(C5=N4)C(=O)NC6C(OC(=O)C(N(C(=O)CN(C(=O)C7CCCN7C(=O)C(NC6=O)C(C)C)C)C)C(C)C)C)N)C. Synergy scores: CSS=5.69, Synergy_ZIP=-3.62, Synergy_Bliss=-5.53, Synergy_Loewe=-3.94, Synergy_HSA=-4.67. (2) Drug 1: C1=CC(=CC=C1C#N)C(C2=CC=C(C=C2)C#N)N3C=NC=N3. Drug 2: CCCCCOC(=O)NC1=NC(=O)N(C=C1F)C2C(C(C(O2)C)O)O. Cell line: NCI-H322M. Synergy scores: CSS=-4.93, Synergy_ZIP=1.67, Synergy_Bliss=0.705, Synergy_Loewe=-5.41, Synergy_HSA=-4.39. (3) Cell line: K-562. Synergy scores: CSS=36.5, Synergy_ZIP=3.15, Synergy_Bliss=4.45, Synergy_Loewe=2.96, Synergy_HSA=6.74. Drug 2: C1=CC=C(C=C1)NC(=O)CCCCCCC(=O)NO. Drug 1: COC1=C(C=C2C(=C1)N=CN=C2NC3=CC(=C(C=C3)F)Cl)OCCCN4CCOCC4.